Dataset: Peptide-MHC class I binding affinity with 185,985 pairs from IEDB/IMGT. Task: Regression. Given a peptide amino acid sequence and an MHC pseudo amino acid sequence, predict their binding affinity value. This is MHC class I binding data. (1) The peptide sequence is RALKYDFNH. The MHC is HLA-A33:01 with pseudo-sequence HLA-A33:01. The binding affinity (normalized) is 0.180. (2) The peptide sequence is ALLSCISVPV. The MHC is HLA-A02:03 with pseudo-sequence HLA-A02:03. The binding affinity (normalized) is 0.653.